Regression. Given a peptide amino acid sequence and an MHC pseudo amino acid sequence, predict their binding affinity value. This is MHC class II binding data. From a dataset of Peptide-MHC class II binding affinity with 134,281 pairs from IEDB. (1) The peptide sequence is GFGMLLRKYGIAAENVIDVK. The MHC is DRB1_1501 with pseudo-sequence DRB1_1501. The binding affinity (normalized) is 0.625. (2) The peptide sequence is EGGNIYTKKEAFNVE. The MHC is HLA-DPA10201-DPB10501 with pseudo-sequence HLA-DPA10201-DPB10501. The binding affinity (normalized) is 0.133. (3) The peptide sequence is GIVVAWKVRLLPVPP. The MHC is DRB4_0101 with pseudo-sequence DRB4_0103. The binding affinity (normalized) is 0.614. (4) The peptide sequence is AAATAGTTYYGAFAA. The MHC is HLA-DQA10102-DQB10602 with pseudo-sequence HLA-DQA10102-DQB10602. The binding affinity (normalized) is 0.395. (5) The peptide sequence is VMELYADVVPKTAEN. The MHC is DRB1_0401 with pseudo-sequence DRB1_0401. The binding affinity (normalized) is 0.887.